Dataset: KCNQ2 potassium channel screen with 302,405 compounds. Task: Binary Classification. Given a drug SMILES string, predict its activity (active/inactive) in a high-throughput screening assay against a specified biological target. (1) The molecule is Clc1c(c(P(O)(O)=O)ccc1)C(Oc1ccccc1)=O. The result is 0 (inactive). (2) The drug is FC(F)(F)c1ccc(C2CC(OC(=C2)C(=O)Nc2ccccc2)OCCCCO)cc1. The result is 0 (inactive). (3) The drug is S(=O)(=O)(NCC)c1ccc(NC(=O)Nc2cc3OCOc3cc2)cc1. The result is 0 (inactive). (4) The compound is s1c2c(n(c(c2)C(O)=O)C)cc1CC. The result is 0 (inactive). (5) The molecule is S(=O)(=O)(N)c1ccc(Nc2scc(n2)c2ccc(O)cc2)cc1. The result is 0 (inactive). (6) The compound is O(CCN(c1c(n(Cc2ccccc2)c(=O)[nH]c1=O)N)C(=O)COC(=O)c1c(NCc2occc2)cccc1)C. The result is 0 (inactive). (7) The compound is s1c(nnc1NC(=O)COCC)C1CCCCC1. The result is 0 (inactive).